From a dataset of CYP2C19 inhibition data for predicting drug metabolism from PubChem BioAssay. Regression/Classification. Given a drug SMILES string, predict its absorption, distribution, metabolism, or excretion properties. Task type varies by dataset: regression for continuous measurements (e.g., permeability, clearance, half-life) or binary classification for categorical outcomes (e.g., BBB penetration, CYP inhibition). Dataset: cyp2c19_veith. (1) The molecule is C[C@@H]1C(=O)O[C@@H]2C[C@]34[C@H]5C[C@@H](C(C)(C)C)[C@@]36[C@@H](OC(=O)[C@@H]6O)O[C@@]4(C(=O)O5)[C@@]12O. The result is 0 (non-inhibitor). (2) The molecule is CC[C@@H]1Cc2cc(O)ccc2C2=C1c1ccc(O)cc1C[C@H]2CC. The result is 1 (inhibitor). (3) The drug is CC(=O)OCC1=C(C(=O)[O-])N2C(=O)[C@@H](NC(=O)CCC[C@@H](N)C(=O)[O-])[C@@H]2SC1.[Zn+2]. The result is 0 (non-inhibitor). (4) The drug is Cc1ccccc1OCC(=O)NC(=S)Nc1ccc(S(=O)(=O)NC2CCCCC2)cc1. The result is 1 (inhibitor). (5) The drug is COc1ccc(/C=N/NC(N)=S)cc1OC(=O)c1cccc2ccccc12. The result is 1 (inhibitor). (6) The drug is Cc1ccc(S(=O)(=O)Nc2nc(C)c(NC(=O)Nc3ccc(Cl)cc3Cl)s2)cc1. The result is 1 (inhibitor).